This data is from Forward reaction prediction with 1.9M reactions from USPTO patents (1976-2016). The task is: Predict the product of the given reaction. (1) Given the reactants [CH:1]1([CH2:4][O:5][C:6]2[CH:11]=[C:10]([O:12][CH2:13][O:14][CH3:15])[C:9]([F:16])=[CH:8][C:7]=2[C:17]2[C:18]3[NH:25][CH:24]=[C:23]([C:26](O)=[O:27])[C:19]=3[N:20]=[CH:21][N:22]=2)[CH2:3][CH2:2]1.[NH2:29][CH:30]1[CH2:35][CH2:34][N:33]([C:36]([OH:38])=[O:37])[CH2:32][CH2:31]1, predict the reaction product. The product is: [C:1]([O:37][C:36]([N:33]1[CH2:34][CH2:35][CH:30]([NH:29][C:26]([C:23]2[C:19]3[N:20]=[CH:21][N:22]=[C:17]([C:7]4[CH:8]=[C:9]([F:16])[C:10]([O:12][CH2:13][O:14][CH3:15])=[CH:11][C:6]=4[O:5][CH2:4][CH:1]4[CH2:2][CH2:3]4)[C:18]=3[NH:25][CH:24]=2)=[O:27])[CH2:31][CH2:32]1)=[O:38])([CH3:4])([CH3:3])[CH3:2]. (2) Given the reactants [OH:1][C:2]1[CH:3]=[C:4]([CH:7]=[CH:8][CH:9]=1)[CH2:5][OH:6].[OH-].[Na+].[CH2:12](Br)[C:13]#[CH:14].C1(C)C(C)=CC=CC=1.C(O)(=O)CC(CC(O)=O)(C(O)=O)O, predict the reaction product. The product is: [CH2:14]([O:1][C:2]1[CH:3]=[C:4]([CH:7]=[CH:8][CH:9]=1)[CH2:5][OH:6])[C:13]#[CH:12].